Dataset: Forward reaction prediction with 1.9M reactions from USPTO patents (1976-2016). Task: Predict the product of the given reaction. (1) Given the reactants I[C:2]1[C:7]2[N:8]([C:11]3[CH:16]=[CH:15][CH:14]=[CH:13][CH:12]=3)[CH:9]=[N:10][C:6]=2[CH:5]=[C:4]([C:17]([F:20])([F:19])[F:18])[CH:3]=1.[CH3:21][N:22]1[C:30]2[C:25](=[CH:26][C:27](B(O)O)=[CH:28][CH:29]=2)[CH:24]=[CH:23]1.C(O)CCO.C(=O)([O-])[O-].[K+].[K+], predict the reaction product. The product is: [CH3:21][N:22]1[C:30]2[C:25](=[CH:26][C:27]([C:2]3[C:7]4[N:8]([C:11]5[CH:16]=[CH:15][CH:14]=[CH:13][CH:12]=5)[CH:9]=[N:10][C:6]=4[CH:5]=[C:4]([C:17]([F:20])([F:19])[F:18])[CH:3]=3)=[CH:28][CH:29]=2)[CH:24]=[CH:23]1. (2) The product is: [NH2:31][C:28]1([C:26]([N:23]2[CH2:24][CH2:25][N:20]([C:18]([C:3]3[CH:4]=[CH:5][C:6]([N:8]4[C:16]5[C:11](=[CH:12][CH:13]=[CH:14][CH:15]=5)[CH:10]=[C:9]4[CH3:17])=[CH:7][C:2]=3[F:1])=[O:19])[CH2:21][CH2:22]2)=[O:27])[CH2:29][CH2:30]1. Given the reactants [F:1][C:2]1[CH:7]=[C:6]([N:8]2[C:16]3[C:11](=[CH:12][CH:13]=[CH:14][CH:15]=3)[CH:10]=[C:9]2[CH3:17])[CH:5]=[CH:4][C:3]=1[C:18]([N:20]1[CH2:25][CH2:24][N:23]([C:26]([C:28]2([NH:31]C(=O)OC(C)(C)C)[CH2:30][CH2:29]2)=[O:27])[CH2:22][CH2:21]1)=[O:19].FC(F)(F)C(O)=O, predict the reaction product.